From a dataset of Peptide-MHC class II binding affinity with 134,281 pairs from IEDB. Regression. Given a peptide amino acid sequence and an MHC pseudo amino acid sequence, predict their binding affinity value. This is MHC class II binding data. (1) The peptide sequence is RMMEYGTTMVSYQPL. The MHC is HLA-DQA10101-DQB10501 with pseudo-sequence HLA-DQA10101-DQB10501. The binding affinity (normalized) is 0.127. (2) The peptide sequence is LIEVNPPFGDSYIIV. The MHC is HLA-DQA10601-DQB10402 with pseudo-sequence HLA-DQA10601-DQB10402. The binding affinity (normalized) is 0. (3) The peptide sequence is LEAAVKQAYAATVAT. The MHC is DRB1_0701 with pseudo-sequence DRB1_0701. The binding affinity (normalized) is 0.395.